Dataset: Merck oncology drug combination screen with 23,052 pairs across 39 cell lines. Task: Regression. Given two drug SMILES strings and cell line genomic features, predict the synergy score measuring deviation from expected non-interaction effect. (1) Drug 1: CN(C)C(=N)N=C(N)N. Drug 2: N#Cc1ccc(Cn2cncc2CN2CCN(c3cccc(Cl)c3)C(=O)C2)cc1. Cell line: HT29. Synergy scores: synergy=7.27. (2) Drug 1: CC(C)CC(NC(=O)C(Cc1ccccc1)NC(=O)c1cnccn1)B(O)O. Drug 2: Cc1nc(Nc2ncc(C(=O)Nc3c(C)cccc3Cl)s2)cc(N2CCN(CCO)CC2)n1. Cell line: NCIH2122. Synergy scores: synergy=-44.8.